Dataset: NCI-60 drug combinations with 297,098 pairs across 59 cell lines. Task: Regression. Given two drug SMILES strings and cell line genomic features, predict the synergy score measuring deviation from expected non-interaction effect. (1) Drug 1: CC1=C2C(C(=O)C3(C(CC4C(C3C(C(C2(C)C)(CC1OC(=O)C(C(C5=CC=CC=C5)NC(=O)OC(C)(C)C)O)O)OC(=O)C6=CC=CC=C6)(CO4)OC(=O)C)OC)C)OC. Drug 2: CN(CC1=CN=C2C(=N1)C(=NC(=N2)N)N)C3=CC=C(C=C3)C(=O)NC(CCC(=O)O)C(=O)O. Cell line: SR. Synergy scores: CSS=29.6, Synergy_ZIP=-15.5, Synergy_Bliss=-36.6, Synergy_Loewe=-38.5, Synergy_HSA=-34.6. (2) Drug 1: C1CC(=O)NC(=O)C1N2CC3=C(C2=O)C=CC=C3N. Drug 2: CC(C)(C#N)C1=CC(=CC(=C1)CN2C=NC=N2)C(C)(C)C#N. Cell line: MDA-MB-231. Synergy scores: CSS=5.27, Synergy_ZIP=-1.03, Synergy_Bliss=1.11, Synergy_Loewe=2.26, Synergy_HSA=2.27.